Dataset: Reaction yield outcomes from USPTO patents with 853,638 reactions. Task: Predict the reaction yield, written as a fraction of the theoretical maximum amount of product (1.0 means a 100% yield; for example, 0.34 means a 34% yield). (1) The catalyst is CO.[Ni]. The reactants are [C:1]([C:5]1[CH:6]=[C:7]2[C:11](=[CH:12][C:13]=1[N+:14]([O-])=O)[NH:10][CH:9]=[CH:8]2)([CH3:4])([CH3:3])[CH3:2]. The product is [C:1]([C:5]1[CH:6]=[C:7]2[C:11](=[CH:12][C:13]=1[NH2:14])[NH:10][CH:9]=[CH:8]2)([CH3:4])([CH3:2])[CH3:3]. The yield is 0.870. (2) The reactants are OC1C2N=NNC=2C=CC=1.Cl.CN(C)CCCN=C=NCC.[CH3:23][NH:24][C:25](=[S:28])[NH:26][NH2:27].[C:29]1([C:39](O)=O)[C:38]2[C:33](=[CH:34][CH:35]=[CH:36][CH:37]=2)[CH:32]=[CH:31][N:30]=1. The catalyst is CN(C)C=O.C(N(CC)CC)C. The product is [C:29]1([C:39]2[N:24]([CH3:23])[C:25]([SH:28])=[N:26][N:27]=2)[C:38]2[C:33](=[CH:34][CH:35]=[CH:36][CH:37]=2)[CH:32]=[CH:31][N:30]=1. The yield is 0.780. (3) The reactants are [O:1]1[C:5]2[CH:6]=[CH:7][C:8]([CH:10]([C:12]3[S:13][C:14](Br)=[CH:15][CH:16]=3)[OH:11])=[CH:9][C:4]=2[CH:3]=[CH:2]1.N.[CH3:19][N:20]1CCCC1=O. The catalyst is [C-]#N.[Zn+2].[C-]#N.C1C=CC([P]([Pd]([P](C2C=CC=CC=2)(C2C=CC=CC=2)C2C=CC=CC=2)([P](C2C=CC=CC=2)(C2C=CC=CC=2)C2C=CC=CC=2)[P](C2C=CC=CC=2)(C2C=CC=CC=2)C2C=CC=CC=2)(C2C=CC=CC=2)C2C=CC=CC=2)=CC=1. The product is [O:1]1[C:5]2[CH:6]=[CH:7][C:8]([CH:10]([OH:11])[C:12]3[S:13][C:14]([C:19]#[N:20])=[CH:15][CH:16]=3)=[CH:9][C:4]=2[CH:3]=[CH:2]1. The yield is 0.580. (4) The reactants are [O:1]=[C:2]1[CH2:7][CH2:6][CH:5]([N:8]2[C:13](=[O:14])[C:12]([CH2:15][C:16]3[CH:21]=[CH:20][C:19]([C:22]4[CH:27]=[CH:26][CH:25]=[CH:24][C:23]=4[C:28]4[NH:32][C:31](=[O:33])[O:30][N:29]=4)=[CH:18][CH:17]=3)=[C:11]([CH2:34][CH2:35][CH3:36])[N:10]3[N:37]=[CH:38][N:39]=[C:9]23)[CH2:4][CH2:3]1.C[Si](C)(C)O[CH2:43][C:44]([O:46][Si](C)(C)C)=[O:45].FC(F)(F)S(O[Si](C(C)(C)C)(C)C)(=O)=O.C(Cl)Cl. The catalyst is C(OCC)(=O)C. The product is [O:33]=[C:31]1[O:30][N:29]=[C:28]([C:23]2[CH:24]=[CH:25][CH:26]=[CH:27][C:22]=2[C:19]2[CH:18]=[CH:17][C:16]([CH2:15][C:12]3[C:13](=[O:14])[N:8]([CH:5]4[CH2:6][CH2:7][C:2]5([O:46][C:44](=[O:45])[CH2:43][O:1]5)[CH2:3][CH2:4]4)[C:9]4[N:10]([N:37]=[CH:38][N:39]=4)[C:11]=3[CH2:34][CH2:35][CH3:36])=[CH:21][CH:20]=2)[NH:32]1. The yield is 0.260. (5) The reactants are [F:1][C:2]([F:24])([F:23])[C:3]1[N:4]=[C:5]([C:16]2([OH:22])[CH2:21][CH2:20][O:19][CH2:18][CH2:17]2)[N:6]([CH2:8][O:9][CH2:10][CH2:11][Si:12]([CH3:15])([CH3:14])[CH3:13])[CH:7]=1.[H-].[Na+].[CH3:27]I. The catalyst is O1CCCC1. The product is [CH3:27][O:22][C:16]1([C:5]2[N:6]([CH2:8][O:9][CH2:10][CH2:11][Si:12]([CH3:15])([CH3:13])[CH3:14])[CH:7]=[C:3]([C:2]([F:1])([F:23])[F:24])[N:4]=2)[CH2:17][CH2:18][O:19][CH2:20][CH2:21]1. The yield is 0.770. (6) The reactants are C1N=CN([C:6](N2C=NC=C2)=[O:7])C=1.[F:13][C:14]1[C:19]2[CH:20]=[CH:21][O:22][C:18]=2[C:17]([NH2:23])=[C:16]([NH:24][C:25]2[CH:30]=[CH:29][C:28]([I:31])=[CH:27][C:26]=2[F:32])[C:15]=1[F:33].O. The catalyst is C(Cl)Cl.C1COCC1. The product is [F:33][C:15]1[C:16]2[N:24]([C:25]3[CH:30]=[CH:29][C:28]([I:31])=[CH:27][C:26]=3[F:32])[C:6](=[O:7])[NH:23][C:17]=2[C:18]2[O:22][CH:21]=[CH:20][C:19]=2[C:14]=1[F:13]. The yield is 0.532. (7) The reactants are Cl[C:2]1[CH:7]=[C:6]([CH3:8])[N:5]=[C:4]([NH2:9])[N:3]=1.[CH2:10]([O:12][C:13]1[CH:14]=[C:15]([CH:24]=[CH:25][C:26]=1[O:27][CH3:28])[CH2:16][N:17]1[CH2:22][CH2:21][CH:20]([NH2:23])[CH2:19][CH2:18]1)[CH3:11]. The catalyst is CC(N(C)C)=O. The product is [CH2:10]([O:12][C:13]1[CH:14]=[C:15]([CH:24]=[CH:25][C:26]=1[O:27][CH3:28])[CH2:16][N:17]1[CH2:18][CH2:19][CH:20]([NH:23][C:2]2[CH:7]=[C:6]([CH3:8])[N:5]=[C:4]([NH2:9])[N:3]=2)[CH2:21][CH2:22]1)[CH3:11]. The yield is 0.110.